Dataset: Reaction yield outcomes from USPTO patents with 853,638 reactions. Task: Predict the reaction yield, written as a fraction of the theoretical maximum amount of product (1.0 means a 100% yield; for example, 0.34 means a 34% yield). (1) The reactants are C([O:4][CH2:5][CH2:6][NH:7][C:8](=[O:35])[C:9]1[CH:14]=[CH:13][C:12]([Cl:15])=[C:11]([N:16]([CH3:34])[C:17]([C:19]2[S:33][C:22]3[C:23]4[CH:31]=[CH:30][C:29](Br)=[CH:28][C:24]=4[O:25][CH2:26][CH2:27][C:21]=3[CH:20]=2)=[O:18])[CH:10]=1)(=O)C.CC1(C)C2[C:58](=C(P(C3C=CC=CC=3)C3C=CC=CC=3)C=CC=2)[O:57]C2C(P(C3C=CC=CC=3)C3C=CC=CC=3)=CC=CC1=2.[CH3:78][NH2:79].Cl.C([O-])([O-])=O.[Na+].[Na+]. The catalyst is C1(C)C=CC=CC=1.CC([O-])=O.CC([O-])=O.[Pd+2]. The product is [Cl:15][C:12]1[CH:13]=[CH:14][C:9]([C:8](=[O:35])[NH:7][CH2:6][CH2:5][OH:4])=[CH:10][C:11]=1[N:16]([CH3:34])[C:17]([C:19]1[S:33][C:22]2[C:23]3[CH:31]=[CH:30][C:29]([C:58]([NH:79][CH3:78])=[O:57])=[CH:28][C:24]=3[O:25][CH2:26][CH2:27][C:21]=2[CH:20]=1)=[O:18]. The yield is 0.200. (2) The reactants are Cl[CH2:2][CH2:3][CH2:4][CH2:5][O:6][CH2:7][CH2:8][CH2:9][CH2:10][C:11]([CH3:18])([CH3:17])[C:12]([O:14][CH2:15][CH3:16])=[O:13].[Na+].[I-:20]. The yield is 0.930. The product is [I:20][CH2:2][CH2:3][CH2:4][CH2:5][O:6][CH2:7][CH2:8][CH2:9][CH2:10][C:11]([CH3:18])([CH3:17])[C:12]([O:14][CH2:15][CH3:16])=[O:13]. The catalyst is CC(C)=O.